From a dataset of Catalyst prediction with 721,799 reactions and 888 catalyst types from USPTO. Predict which catalyst facilitates the given reaction. Reactant: [C:1]([O:5][C:6]([N:8]1[CH2:13][CH2:12][N:11]([C:14]2[CH:19]=[C:18]([O:20]CC3C=CC=CC=3)[CH:17]=[CH:16][C:15]=2[NH:28][C:29]([C:31]2[C:40]3[C:35](=[CH:36][CH:37]=[CH:38][CH:39]=3)[CH:34]=[CH:33][CH:32]=2)=[O:30])[CH2:10][CH2:9]1)=[O:7])([CH3:4])([CH3:3])[CH3:2].[H][H]. Product: [C:1]([O:5][C:6]([N:8]1[CH2:13][CH2:12][N:11]([C:14]2[CH:19]=[C:18]([OH:20])[CH:17]=[CH:16][C:15]=2[NH:28][C:29]([C:31]2[C:40]3[C:35](=[CH:36][CH:37]=[CH:38][CH:39]=3)[CH:34]=[CH:33][CH:32]=2)=[O:30])[CH2:10][CH2:9]1)=[O:7])([CH3:4])([CH3:2])[CH3:3]. The catalyst class is: 381.